Dataset: Full USPTO retrosynthesis dataset with 1.9M reactions from patents (1976-2016). Task: Predict the reactants needed to synthesize the given product. (1) Given the product [C:14]([O:13][C:11]([N:10]([C:7]1[O:8][CH2:9][C:5]2([N:6]=1)[C:25]1([CH2:26][O:27][CH2:28]1)[CH2:29][O:30][C:31]1[C:4]2=[CH:3][C:2]([C:42]2[CH2:47][CH2:46][O:45][CH2:44][CH:43]=2)=[CH:33][CH:32]=1)[C:18]([O:20][C:21]([CH3:22])([CH3:24])[CH3:23])=[O:19])=[O:12])([CH3:16])([CH3:15])[CH3:17], predict the reactants needed to synthesize it. The reactants are: Br[C:2]1[CH:3]=[C:4]2[C:31](=[CH:32][CH:33]=1)[O:30][CH2:29][C:25]1([CH2:28][O:27][CH2:26]1)[C:5]12[CH2:9][O:8][C:7]([N:10]([C:18]([O:20][C:21]([CH3:24])([CH3:23])[CH3:22])=[O:19])[C:11]([O:13][C:14]([CH3:17])([CH3:16])[CH3:15])=[O:12])=[N:6]1.CC1(C)C(C)(C)OB([C:42]2[CH2:43][CH2:44][O:45][CH2:46][CH:47]=2)O1.C([O-])([O-])=O.[Na+].[Na+]. (2) Given the product [CH2:25]([O:27][C:28]1[CH:29]=[C:30]([C:34]2[N:39]=[CH:38][C:37]([C:40]([NH:64][CH2:63][C:59]3[CH:60]=[C:61]4[C:56](=[CH:57][CH:58]=3)[NH:55][C:54]([C:53]([F:66])([F:52])[F:65])=[CH:62]4)=[O:42])=[CH:36][CH:35]=2)[CH:31]=[CH:32][CH:33]=1)[CH3:26], predict the reactants needed to synthesize it. The reactants are: CN(C(ON1N=NC2C=CC=NC1=2)=[N+](C)C)C.F[P-](F)(F)(F)(F)F.[CH2:25]([O:27][C:28]1[CH:29]=[C:30]([C:34]2[N:39]=[CH:38][C:37]([C:40]([OH:42])=O)=[CH:36][CH:35]=2)[CH:31]=[CH:32][CH:33]=1)[CH3:26].CCN(C(C)C)C(C)C.[F:52][C:53]([F:66])([F:65])[C:54]1[NH:55][C:56]2[C:61]([CH:62]=1)=[CH:60][C:59]([CH2:63][NH2:64])=[CH:58][CH:57]=2. (3) Given the product [Br:9][C:5]1[C:6]([F:8])=[CH:7][C:2]([C:18]([C:15]2[CH:16]=[N:17][C:12]([Cl:11])=[CH:13][CH:14]=2)=[O:19])=[C:3]([F:10])[CH:4]=1, predict the reactants needed to synthesize it. The reactants are: Br[C:2]1[CH:7]=[C:6]([F:8])[C:5]([Br:9])=[CH:4][C:3]=1[F:10].[Cl:11][C:12]1[N:17]=[CH:16][C:15]([C:18](N(C)OC)=[O:19])=[CH:14][CH:13]=1.[Cl-].[NH4+]. (4) Given the product [CH:1]1([S:4]([C:8]2[CH:38]=[CH:37][C:11]([CH2:12][NH:13][C:14]([C:16]3[C:21](=[O:22])[C:20]([C:23]4[CH:28]=[CH:27][CH:26]=[C:25]([C:29]([F:32])([F:31])[F:30])[CH:24]=4)=[C:19]([CH3:33])[N:18]([CH:34]([CH3:36])[CH3:35])[CH:17]=3)=[O:15])=[CH:10][CH:9]=2)(=[N:5][C:6]#[N:7])=[O:44])[CH2:3][CH2:2]1, predict the reactants needed to synthesize it. The reactants are: [CH:1]1([S:4]([C:8]2[CH:38]=[CH:37][C:11]([CH2:12][NH:13][C:14]([C:16]3[C:21](=[O:22])[C:20]([C:23]4[CH:28]=[CH:27][CH:26]=[C:25]([C:29]([F:32])([F:31])[F:30])[CH:24]=4)=[C:19]([CH3:33])[N:18]([CH:34]([CH3:36])[CH3:35])[CH:17]=3)=[O:15])=[CH:10][CH:9]=2)=[N:5][C:6]#[N:7])[CH2:3][CH2:2]1.ClC1C=C(C=CC=1)C(OO)=[O:44].C(=O)([O-])[O-].[K+].[K+].S([O-])([O-])(=O)=S.[Na+].[Na+]. (5) Given the product [O:1]1[C:6]2[CH:7]=[CH:8][CH:9]=[CH:10][C:5]=2[O:4][CH2:3][C@@H:2]1[CH2:11][N:13]1[CH2:18][CH2:17][CH2:16][C@H:15]([C:19]2[CH:24]=[CH:23][CH:22]=[C:21]([O:25][CH3:26])[CH:20]=2)[CH2:14]1, predict the reactants needed to synthesize it. The reactants are: [O:1]1[C:6]2[CH:7]=[CH:8][CH:9]=[CH:10][C:5]=2[O:4][CH2:3][C@@H:2]1[C:11]([N:13]1[CH2:18][CH2:17][CH2:16][C@H:15]([C:19]2[CH:24]=[CH:23][CH:22]=[C:21]([O:25][CH3:26])[CH:20]=2)[CH2:14]1)=O. (6) Given the product [Cl:1][C:2]1[CH:3]=[C:4]2[C:9](=[CH:10][C:11]=1[O:12][C:13]1[CH:21]=[CH:20][C:16]([C:17](=[O:18])[NH:37][CH2:36][CH2:35][C:30]3[CH:29]=[C:28]([Cl:27])[CH:33]=[C:32]([Cl:34])[CH:31]=3)=[CH:15][CH:14]=1)[O:8][CH2:7][CH2:6][CH:5]2[C:22]([O:24][CH2:25][CH3:26])=[O:23], predict the reactants needed to synthesize it. The reactants are: [Cl:1][C:2]1[CH:3]=[C:4]2[C:9](=[CH:10][C:11]=1[O:12][C:13]1[CH:21]=[CH:20][C:16]([C:17](O)=[O:18])=[CH:15][CH:14]=1)[O:8][CH2:7][CH2:6][CH:5]2[C:22]([O:24][CH2:25][CH3:26])=[O:23].[Cl:27][C:28]1[CH:29]=[C:30]([CH2:35][CH2:36][NH2:37])[CH:31]=[C:32]([Cl:34])[CH:33]=1.Cl.CN(C)CCCN=C=NCC.ON1C2N=CC=CC=2N=N1.C(N(CC)C(C)C)(C)C. (7) Given the product [CH3:10][C:11]1[CH:12]=[C:13]([N:14]([CH2:9][CH2:8][C:5]2[CH:4]=[CH:3][C:2]([F:1])=[CH:7][N:6]=2)[C:23](=[O:22])[C@@H:24]([OH:25])[C:26]2[CH:31]=[CH:30][CH:29]=[CH:28][CH:27]=2)[CH:15]=[CH:16][C:17]=1[CH3:18], predict the reactants needed to synthesize it. The reactants are: [F:1][C:2]1[CH:3]=[CH:4][C:5]([CH:8]=[CH2:9])=[N:6][CH:7]=1.[CH3:10][C:11]1[CH:12]=[C:13]([CH:15]=[CH:16][C:17]=1[CH3:18])[NH2:14].C([O:22][C:23](=O)[C@H:24]([C:26]1[CH:31]=[CH:30][CH:29]=[CH:28][CH:27]=1)[OH:25])(=O)C. (8) Given the product [C:1]([O:5][C:6](=[O:28])[N:7]([CH2:8][CH:9]1[CH2:18][C:17](=[O:19])[C:16]2[C:11](=[CH:12][C:13]([S:20]([C:21]3[CH:22]=[CH:23][CH:24]=[CH:25][CH:26]=3)(=[O:41])=[O:34])=[CH:14][CH:15]=2)[O:10]1)[CH3:27])([CH3:4])([CH3:3])[CH3:2], predict the reactants needed to synthesize it. The reactants are: [C:1]([O:5][C:6](=[O:28])[N:7]([CH3:27])[CH2:8][CH:9]1[CH2:18][C:17](=[O:19])[C:16]2[C:11](=[CH:12][C:13]([S:20][C:21]3[CH:26]=[CH:25][CH:24]=[CH:23][CH:22]=3)=[CH:14][CH:15]=2)[O:10]1)([CH3:4])([CH3:3])[CH3:2].C(#N)C.CO.[OH2:34].OOS([O-])=O.[K+].[OH2:41]. (9) Given the product [CH2:13]([NH:15][C:16]([NH:17][C:18]1[N:23]=[CH:22][C:21]([C:24]2[CH:25]=[N:26][CH:27]=[C:28]([C:30]3[O:10][C:8]([CH3:9])=[N:11][N:12]=3)[CH:29]=2)=[C:20]([C:33]2[S:34][CH:35]=[C:36]([C:38]([F:39])([F:41])[F:40])[N:37]=2)[CH:19]=1)=[O:42])[CH3:14], predict the reactants needed to synthesize it. The reactants are: C(N(CC)CC)C.[C:8]([NH:11][NH2:12])(=[O:10])[CH3:9].[CH2:13]([NH:15][C:16](=[O:42])[NH:17][C:18]1[N:23]=[CH:22][C:21]([C:24]2[CH:25]=[N:26][CH:27]=[C:28]([C:30](O)=O)[CH:29]=2)=[C:20]([C:33]2[S:34][CH:35]=[C:36]([C:38]([F:41])([F:40])[F:39])[N:37]=2)[CH:19]=1)[CH3:14].CN(C(ON1N=NC2C=CC=NC1=2)=[N+](C)C)C.F[P-](F)(F)(F)(F)F.C1(P(C2C=CC=CC=2)C2C=CC=CC=2)C=CC=CC=1.C(Cl)(Cl)(Cl)Cl. (10) Given the product [C:1]1([C@@H:7]([NH:9][C@H:10]2[CH2:15][CH2:14][N:13]([C:16]([O:18][C:19]([CH3:22])([CH3:20])[CH3:21])=[O:17])[CH2:12][C@@H:11]2[C:23]([O:25][CH3:26])=[O:24])[CH3:8])[CH:6]=[CH:5][CH:4]=[CH:3][CH:2]=1, predict the reactants needed to synthesize it. The reactants are: [C:1]1([C@@H:7]([NH:9][C@H:10]2[CH2:15][CH2:14][N:13]([C:16]([O:18][C:19]([CH3:22])([CH3:21])[CH3:20])=[O:17])[CH2:12][C@H:11]2[C:23]([O:25][CH3:26])=[O:24])[CH3:8])[CH:6]=[CH:5][CH:4]=[CH:3][CH:2]=1.C[O-].[Na+].